Dataset: TCR-epitope binding with 47,182 pairs between 192 epitopes and 23,139 TCRs. Task: Binary Classification. Given a T-cell receptor sequence (or CDR3 region) and an epitope sequence, predict whether binding occurs between them. (1) The epitope is ISPRTLNAW. The TCR CDR3 sequence is CASSLVDREELFF. Result: 0 (the TCR does not bind to the epitope). (2) The epitope is GTSGSPIIDK. Result: 1 (the TCR binds to the epitope). The TCR CDR3 sequence is CASSGGSGNIQYF. (3) The epitope is KLSYGIATV. The TCR CDR3 sequence is CASSQDRGMGSYEQYF. Result: 1 (the TCR binds to the epitope). (4) The epitope is AYAQKIFKI. The TCR CDR3 sequence is CASSLTDTQYF. Result: 0 (the TCR does not bind to the epitope). (5) The epitope is YIFFASFYY. The TCR CDR3 sequence is CASSQETTRTDTQYF. Result: 1 (the TCR binds to the epitope). (6) The epitope is LPPAYTNSF. The TCR CDR3 sequence is CASSFVTGEFYEQYF. Result: 1 (the TCR binds to the epitope). (7) The epitope is PROT_97E67BCC. The TCR CDR3 sequence is CASTGRGSTDTQYF. Result: 1 (the TCR binds to the epitope).